Dataset: Forward reaction prediction with 1.9M reactions from USPTO patents (1976-2016). Task: Predict the product of the given reaction. (1) The product is: [Cl:1][C:2]1[CH:9]=[C:8]([N:10]([C@H:22]2[CH2:26][CH2:25][N:24]([S:30]([CH:28]([CH3:29])[CH3:27])(=[O:32])=[O:31])[CH2:23]2)[CH2:11][C:12]2[CH:17]=[CH:16][CH:15]=[CH:14][C:13]=2[C:18]([F:19])([F:20])[F:21])[CH:7]=[CH:6][C:3]=1[C:4]#[N:5]. Given the reactants [Cl:1][C:2]1[CH:9]=[C:8]([N:10]([C@H:22]2[CH2:26][CH2:25][NH:24][CH2:23]2)[CH2:11][C:12]2[CH:17]=[CH:16][CH:15]=[CH:14][C:13]=2[C:18]([F:21])([F:20])[F:19])[CH:7]=[CH:6][C:3]=1[C:4]#[N:5].[CH3:27][CH:28]([S:30](Cl)(=[O:32])=[O:31])[CH3:29], predict the reaction product. (2) Given the reactants [C:1]1(=[O:11])[C:10]2[C:5](=[CH:6][CH:7]=[N:8][CH:9]=2)[CH2:4][CH2:3][NH:2]1.I[C:13]1[CH:14]=[N:15][CH:16]=[CH:17][C:18]=1[CH3:19].P([O-])([O-])([O-])=O.[K+].[K+].[K+], predict the reaction product. The product is: [CH3:19][C:18]1[CH:17]=[CH:16][N:15]=[CH:14][C:13]=1[N:2]1[CH2:3][CH2:4][C:5]2[C:10](=[CH:9][N:8]=[CH:7][CH:6]=2)[C:1]1=[O:11]. (3) Given the reactants [CH3:1][O:2][C:3]1[CH:8]=[CH:7][C:6]([C:9]([C:36]2[CH:41]=[CH:40][C:39]([O:42][CH3:43])=[CH:38][CH:37]=2)([C:30]2[CH:35]=[CH:34][CH:33]=[CH:32][CH:31]=2)[NH:10][C:11]2[O:12][C@H:13]([C:26]([F:29])([F:28])[F:27])[CH2:14][C@:15]([C:18]3[CH:23]=[C:22](I)[CH:21]=[CH:20][C:19]=3[F:25])([CH3:17])[N:16]=2)=[CH:5][CH:4]=1.C[Si]([C:48]#[C:49][C:50]1[CH:51]=[N:52][CH:53]=[C:54]([CH:57]=1)[C:55]#[N:56])(C)C, predict the reaction product. The product is: [CH3:1][O:2][C:3]1[CH:8]=[CH:7][C:6]([C:9]([C:36]2[CH:41]=[CH:40][C:39]([O:42][CH3:43])=[CH:38][CH:37]=2)([NH:10][C:11]2[O:12][C@H:13]([C:26]([F:29])([F:28])[F:27])[CH2:14][C@:15]([C:18]3[CH:23]=[C:22]([C:48]#[C:49][C:50]4[CH:51]=[N:52][CH:53]=[C:54]([CH:57]=4)[C:55]#[N:56])[CH:21]=[CH:20][C:19]=3[F:25])([CH3:17])[N:16]=2)[C:30]2[CH:35]=[CH:34][CH:33]=[CH:32][CH:31]=2)=[CH:5][CH:4]=1. (4) Given the reactants [F:1][C:2]([F:52])([F:51])[C:3]1[CH:4]=[C:5]([C@H:13]2[O:17][C:16](=[O:18])[N:15]([CH2:19][C:20]3[C:25]([C:26]4[CH:27]=[C:28]([C:34]5[CH:42]=[CH:41][C:37]([C:38](O)=[O:39])=[CH:36][C:35]=5[CH3:43])[CH:29]=[N:30][C:31]=4[O:32][CH3:33])=[CH:24][N:23]=[C:22]([N:44]4[CH2:49][CH2:48][O:47][CH2:46][CH2:45]4)[N:21]=3)[C@H:14]2[CH3:50])[CH:6]=[C:7]([C:9]([F:12])([F:11])[F:10])[CH:8]=1.C(Cl)CCl.C1C=CC2N(O)N=NC=2C=1.CCN(C(C)C)C(C)C.O.[NH2:77][C:78]1[NH:82][N:81]=[N:80][N:79]=1, predict the reaction product. The product is: [F:51][C:2]([F:1])([F:52])[C:3]1[CH:4]=[C:5]([C@H:13]2[O:17][C:16](=[O:18])[N:15]([CH2:19][C:20]3[C:25]([C:26]4[CH:27]=[C:28]([C:34]5[CH:42]=[CH:41][C:37]([C:38]([NH:77][C:78]6[NH:82][N:81]=[N:80][N:79]=6)=[O:39])=[CH:36][C:35]=5[CH3:43])[CH:29]=[N:30][C:31]=4[O:32][CH3:33])=[CH:24][N:23]=[C:22]([N:44]4[CH2:49][CH2:48][O:47][CH2:46][CH2:45]4)[N:21]=3)[C@H:14]2[CH3:50])[CH:6]=[C:7]([C:9]([F:11])([F:12])[F:10])[CH:8]=1. (5) Given the reactants C([O-])(O)=O.[Na+].O.[CH3:7][CH:8]([CH2:12][CH:13]1[CH2:18][CH:17]([CH3:19])[CH2:16][C:15]([CH3:21])([CH3:20])[CH2:14]1)[CH2:9][CH2:10][OH:11].[O-]Cl.[Na+], predict the reaction product. The product is: [CH3:7][CH:8]([CH2:12][CH:13]1[CH2:18][CH:17]([CH3:19])[CH2:16][C:15]([CH3:20])([CH3:21])[CH2:14]1)[CH2:9][CH:10]=[O:11]. (6) Given the reactants [CH2:1]([O:8][C:9]1[C:10](F)=[C:11]([F:33])[C:12]([NH:25][C:26]2[CH:31]=[CH:30][CH:29]=[CH:28][C:27]=2[F:32])=[C:13]([CH:24]=1)[C:14]([O:16][CH2:17][C:18]1[CH:23]=[CH:22][CH:21]=[CH:20][CH:19]=1)=[O:15])[C:2]1[CH:7]=[CH:6][CH:5]=[CH:4][CH:3]=1.[N-:35]=[N+:36]=[N-:37].[Na+].O, predict the reaction product. The product is: [N:35]([C:10]1[C:9]([O:8][CH2:1][C:2]2[CH:7]=[CH:6][CH:5]=[CH:4][CH:3]=2)=[CH:24][C:13]([C:14]([O:16][CH2:17][C:18]2[CH:23]=[CH:22][CH:21]=[CH:20][CH:19]=2)=[O:15])=[C:12]([NH:25][C:26]2[CH:31]=[CH:30][CH:29]=[CH:28][C:27]=2[F:32])[C:11]=1[F:33])=[N+:36]=[N-:37]. (7) Given the reactants [CH3:1][O:2][C:3]1[CH:36]=[C:35]([O:37][CH3:38])[CH:34]=[CH:33][C:4]=1[CH2:5][N:6]([CH2:24][C:25]([C:27]1[CH:32]=[CH:31][CH:30]=[CH:29][CH:28]=1)=[CH2:26])[C:7]([C@H:9]([NH:13][C:14](=[O:23])[O:15][CH2:16][C:17]1[CH:22]=[CH:21][CH:20]=[CH:19][CH:18]=1)[CH2:10]C=C)=[O:8], predict the reaction product. The product is: [CH3:1][O:2][C:3]1[CH:36]=[C:35]([O:37][CH3:38])[CH:34]=[CH:33][C:4]=1[CH2:5][N:6]1[CH2:24][C:25]([C:27]2[CH:32]=[CH:31][CH:30]=[CH:29][CH:28]=2)=[CH:26][CH2:10][C@@H:9]([NH:13][C:14](=[O:23])[O:15][CH2:16][C:17]2[CH:18]=[CH:19][CH:20]=[CH:21][CH:22]=2)[C:7]1=[O:8].